This data is from CYP2C9 inhibition data for predicting drug metabolism from PubChem BioAssay. The task is: Regression/Classification. Given a drug SMILES string, predict its absorption, distribution, metabolism, or excretion properties. Task type varies by dataset: regression for continuous measurements (e.g., permeability, clearance, half-life) or binary classification for categorical outcomes (e.g., BBB penetration, CYP inhibition). Dataset: cyp2c9_veith. (1) The drug is CC(=O)C[C@H](c1ccc([N+](=O)[O-])cc1)c1c(O)c2ccccc2oc1=O. The result is 1 (inhibitor). (2) The molecule is Nc1nnnn1CCO. The result is 0 (non-inhibitor).